The task is: Regression. Given a peptide amino acid sequence and an MHC pseudo amino acid sequence, predict their binding affinity value. This is MHC class II binding data.. This data is from Peptide-MHC class II binding affinity with 134,281 pairs from IEDB. (1) The peptide sequence is AYSDDKSMKVTVAFN. The MHC is HLA-DQA10501-DQB10301 with pseudo-sequence HLA-DQA10501-DQB10301. The binding affinity (normalized) is 0.423. (2) The peptide sequence is LLTWIKMLAAKNLPI. The MHC is DRB1_0401 with pseudo-sequence DRB1_0401. The binding affinity (normalized) is 0.618. (3) The peptide sequence is LWSPRERLVLTLGAA. The MHC is DRB3_0301 with pseudo-sequence DRB3_0301. The binding affinity (normalized) is 0.462. (4) The peptide sequence is EPIAPYHFDLSGHAF. The MHC is HLA-DPA10201-DPB11401 with pseudo-sequence HLA-DPA10201-DPB11401. The binding affinity (normalized) is 0. (5) The peptide sequence is LTKRQDKLCGSLIGM. The MHC is HLA-DQA10103-DQB10603 with pseudo-sequence HLA-DQA10103-DQB10603. The binding affinity (normalized) is 0. (6) The peptide sequence is DVCGMFTNRSGSQQW. The MHC is DRB5_0101 with pseudo-sequence DRB5_0101. The binding affinity (normalized) is 0.115. (7) The peptide sequence is DQAMEDIKQMEAESI. The MHC is HLA-DPA10103-DPB10401 with pseudo-sequence HLA-DPA10103-DPB10401. The binding affinity (normalized) is 0.180. (8) The peptide sequence is HVSCRVKLSALTLKG. The MHC is HLA-DQA10201-DQB10303 with pseudo-sequence HLA-DQA10201-DQB10303. The binding affinity (normalized) is 0.419.